This data is from Full USPTO retrosynthesis dataset with 1.9M reactions from patents (1976-2016). The task is: Predict the reactants needed to synthesize the given product. Given the product [CH3:32][C:2]([CH3:1])([CH3:31])[C:3](=[O:30])[CH2:4][O:5][C:6]1[CH:11]=[CH:10][C:9]([C:12]([C:17]2[CH:28]=[CH:27][C:20]3[S:21][C:22]([C:24]([NH:42][CH2:41][C:40]([OH:39])=[O:43])=[O:25])=[CH:23][C:19]=3[CH:18]=2)([CH2:15][CH3:16])[CH2:13][CH3:14])=[CH:8][C:7]=1[CH3:29], predict the reactants needed to synthesize it. The reactants are: [CH3:1][C:2]([CH3:32])([CH3:31])[C:3](=[O:30])[CH2:4][O:5][C:6]1[CH:11]=[CH:10][C:9]([C:12]([C:17]2[CH:28]=[CH:27][C:20]3[S:21][C:22]([C:24](O)=[O:25])=[CH:23][C:19]=3[CH:18]=2)([CH2:15][CH3:16])[CH2:13][CH3:14])=[CH:8][C:7]=1[CH3:29].C(Cl)CCl.Cl.C[O:39][C:40](=[O:43])[CH2:41][NH2:42].